This data is from Forward reaction prediction with 1.9M reactions from USPTO patents (1976-2016). The task is: Predict the product of the given reaction. (1) Given the reactants O/[N:2]=[CH:3]\[C:4]1[O:5][C:6]2[CH:12]=[C:11]([C:13]([O:15][CH3:16])=[O:14])[CH:10]=[CH:9][C:7]=2[CH:8]=1.N1C=CC=CC=1.FC(F)(F)C(OC(=O)C(F)(F)F)=O, predict the reaction product. The product is: [C:3]([C:4]1[O:5][C:6]2[CH:12]=[C:11]([C:13]([O:15][CH3:16])=[O:14])[CH:10]=[CH:9][C:7]=2[CH:8]=1)#[N:2]. (2) The product is: [CH3:1][N:2]1[C:10]2[C:5](=[CH:6][CH:7]=[CH:8][CH:9]=2)[C:4]([C:11]2[C:12](=[O:30])[NH:13][C:14](=[O:29])[C:15]=2[C:16]2[CH:21]=[CH:20][CH:19]=[C:18]([O:22][CH2:23][CH2:24][CH2:25][NH2:26])[CH:17]=2)=[CH:3]1. Given the reactants [CH3:1][N:2]1[C:10]2[C:5](=[CH:6][CH:7]=[CH:8][CH:9]=2)[C:4]([C:11]2[C:12](=[O:30])[NH:13][C:14](=[O:29])[C:15]=2[C:16]2[CH:21]=[CH:20][CH:19]=[C:18]([O:22][CH2:23][CH2:24][CH2:25][N:26]=[N+]=[N-])[CH:17]=2)=[CH:3]1.C1C=CC(P(C2C=CC=CC=2)C2C=CC=CC=2)=CC=1, predict the reaction product. (3) Given the reactants F[C:2]1[CH:11]=[C:10]([F:12])[CH:9]=[CH:8][C:3]=1[C:4]([O:6][CH3:7])=[O:5].[F:13][C:14]([F:21])([F:20])[CH:15]([OH:19])[CH2:16][CH:17]=[CH2:18].[H-].[Na+].Cl, predict the reaction product. The product is: [F:12][C:10]1[CH:9]=[CH:8][C:3]([C:4]([O:6][CH3:7])=[O:5])=[C:2]([O:19][CH:15]([CH2:16][CH:17]=[CH2:18])[C:14]([F:21])([F:20])[F:13])[CH:11]=1. (4) Given the reactants [F:1][C:2]([F:13])([F:12])[O:3][C:4]1[CH:9]=[CH:8][C:7]([CH2:10][NH2:11])=[CH:6][CH:5]=1.[F:14][C:15]1[CH:22]=[CH:21][CH:20]=[C:19]([O:23][CH3:24])[C:16]=1[CH:17]=O.[Na].C(OCC)(=O)[CH2:27][C:28]([C:30](OCC)=[O:31])=[O:29], predict the reaction product. The product is: [F:14][C:15]1[CH:22]=[CH:21][CH:20]=[C:19]([O:23][CH3:24])[C:16]=1[CH:17]1[N:11]([CH2:10][C:7]2[CH:6]=[CH:5][C:4]([O:3][C:2]([F:12])([F:13])[F:1])=[CH:9][CH:8]=2)[C:30](=[O:31])[CH:28]([OH:29])[CH2:27]1.